Dataset: Full USPTO retrosynthesis dataset with 1.9M reactions from patents (1976-2016). Task: Predict the reactants needed to synthesize the given product. (1) Given the product [N:24]1([CH2:29][C:30]([NH:23][C:18]2[CH:19]=[C:20]3[C:15](=[CH:16][CH:17]=2)[N:14]=[C:13]([NH:12][CH:10]2[C:11]4[C:7](=[CH:6][CH:5]=[CH:4][C:3]=4[O:2][CH3:1])[CH2:8][CH2:9]2)[CH:22]=[CH:21]3)=[O:31])[CH:28]=[CH:27][N:26]=[CH:25]1, predict the reactants needed to synthesize it. The reactants are: [CH3:1][O:2][C:3]1[CH:4]=[CH:5][CH:6]=[C:7]2[C:11]=1[CH:10]([NH:12][C:13]1[CH:22]=[CH:21][C:20]3[C:15](=[CH:16][CH:17]=[C:18]([NH2:23])[CH:19]=3)[N:14]=1)[CH2:9][CH2:8]2.[N:24]1([CH2:29][C:30](O)=[O:31])[CH:28]=[CH:27][N:26]=[CH:25]1. (2) Given the product [Cl:1][C:2]1[CH:11]=[CH:10][C:9]2[CH2:8][CH:7]([CH2:12][S:25]([CH3:29])(=[O:27])=[O:24])[N:6]3[C:15]4[CH:16]=[CH:17][CH:18]=[C:19]([F:22])[C:20]=4[CH:21]=[C:5]3[C:4]=2[N:3]=1, predict the reactants needed to synthesize it. The reactants are: [Cl:1][C:2]1[CH:11]=[CH:10][C:9]2[CH2:8][CH:7]([CH2:12]SC)[N:6]3[C:15]4[CH:16]=[CH:17][CH:18]=[C:19]([F:22])[C:20]=4[CH:21]=[C:5]3[C:4]=2[N:3]=1.O[O:24][S:25]([O-:27])=O.[K+].[CH3:29]O.